Dataset: Forward reaction prediction with 1.9M reactions from USPTO patents (1976-2016). Task: Predict the product of the given reaction. (1) Given the reactants [F:1][C:2]1[CH:3]=[C:4]([C:12]2[O:16][N:15]=[C:14]([C:17]([OH:19])=O)[C:13]=2[CH2:20][OH:21])[CH:5]=[CH:6][C:7]=1[C:8]([F:11])([F:10])[F:9].[CH3:22][CH:23]([CH3:27])[C@@H:24]([NH2:26])[CH3:25].C(N(CC)CC)C.[O-]P1(OP([O-])(=O)OP([O-])(=O)OP([O-])(=O)O1)=O.[Na+].[Na+].[Na+].[Na+], predict the reaction product. The product is: [F:1][C:2]1[CH:3]=[C:4]([C:12]2[O:16][N:15]=[C:14]([C:17]([NH:26][C@H:24]([CH:23]([CH3:27])[CH3:22])[CH3:25])=[O:19])[C:13]=2[CH2:20][OH:21])[CH:5]=[CH:6][C:7]=1[C:8]([F:11])([F:10])[F:9]. (2) Given the reactants C(OC(N1CCC(NC([N:16]2[CH2:21][CH2:20][N:19]3[C:22]([C:29]4[CH:34]=[CH:33][CH:32]=[CH:31][CH:30]=4)=[C:23]([Cl:28])[C:24]([C:25](=[O:27])[NH2:26])=[C:18]3[CH2:17]2)=O)CC1)=O)(C)C.[F:35][C:36]([F:41])([F:40])[C:37]([OH:39])=[O:38], predict the reaction product. The product is: [F:35][C:36]([F:41])([F:40])[C:37]([OH:39])=[O:38].[Cl:28][C:23]1[C:24]([C:25]([NH2:26])=[O:27])=[C:18]2[CH2:17][NH:16][CH2:21][CH2:20][N:19]2[C:22]=1[C:29]1[CH:34]=[CH:33][CH:32]=[CH:31][CH:30]=1.